This data is from Catalyst prediction with 721,799 reactions and 888 catalyst types from USPTO. The task is: Predict which catalyst facilitates the given reaction. (1) Product: [Cl:1][C:2]1[CH:7]=[CH:6][C:5]([CH:8]([NH:31][C:32]2[CH:33]=[C:34]([CH3:40])[C:35](=[O:39])[N:36]([CH3:38])[CH:37]=2)[C:9]2[C:10]([C:25]([O:27][CH2:28][CH3:29])=[O:26])=[N:11][N:12]([C:15]3[C:16]([O:23][CH3:24])=[N:17][C:18]([O:21][CH3:22])=[N:19][CH:20]=3)[C:13]=2[CH3:14])=[CH:4][CH:3]=1. Reactant: [Cl:1][C:2]1[CH:7]=[CH:6][C:5]([CH:8](O)[C:9]2[C:10]([C:25]([O:27][CH2:28][CH3:29])=[O:26])=[N:11][N:12]([C:15]3[C:16]([O:23][CH3:24])=[N:17][C:18]([O:21][CH3:22])=[N:19][CH:20]=3)[C:13]=2[CH3:14])=[CH:4][CH:3]=1.[NH2:31][C:32]1[CH:33]=[C:34]([CH3:40])[C:35](=[O:39])[N:36]([CH3:38])[CH:37]=1. The catalyst class is: 61. (2) Reactant: [OH:1][C:2]1[CH:7]=[CH:6][C:5]([CH:8]2[CH:21]3[CH:16]([C:17]4[CH:25]=[CH:24][CH:23]=[CH:22][C:18]=4[CH2:19][CH2:20]3)[C:15]3[CH:14]=[C:13]([C:26]#[N:27])[CH:12]=[CH:11][C:10]=3[NH:9]2)=[CH:4][C:3]=1[O:28][CH3:29].[BH4-].[Na+].C(O)(C(F)(F)F)=O. Product: [NH2:27][CH2:26][C:13]1[CH:12]=[CH:11][C:10]2[NH:9][CH:8]([C:5]3[CH:6]=[CH:7][C:2]([OH:1])=[C:3]([O:28][CH3:29])[CH:4]=3)[CH:21]3[CH:16]([C:17]4[CH:25]=[CH:24][CH:23]=[CH:22][C:18]=4[CH2:19][CH2:20]3)[C:15]=2[CH:14]=1. The catalyst class is: 1. (3) Reactant: [N:1]([CH2:4][C:5]([O:7]CC)=O)=[C:2]=[O:3].C(N(CC)C(C)C)(C)C.[Br:19][C:20]1[CH:26]=[C:25]([CH3:27])[C:23]([NH2:24])=[C:22]([CH3:28])[CH:21]=1.C1CCN2C(=NCCC2)CC1. Product: [Br:19][C:20]1[CH:26]=[C:25]([CH3:27])[C:23]([N:24]2[C:5](=[O:7])[CH2:4][NH:1][C:2]2=[O:3])=[C:22]([CH3:28])[CH:21]=1. The catalyst class is: 133. (4) Reactant: C(O[C:4]([C:6]1([CH2:19][CH2:20]OC)[CH2:11][CH2:10][N:9]([C:12](=[O:18])[CH2:13][CH2:14][CH:15]2[CH2:17][CH2:16]2)[CH2:8][CH2:7]1)=[O:5])C.[Cl-].C[Al+]C.[F:27][C:28]([F:38])([F:37])[O:29][C:30]1[CH:36]=[CH:35][C:33]([NH2:34])=[CH:32][CH:31]=1. Product: [CH:15]1([CH2:14][CH2:13][C:12]([N:9]2[CH2:8][CH2:7][C:6]3([C:4](=[O:5])[N:34]([C:33]4[CH:35]=[CH:36][C:30]([O:29][C:28]([F:27])([F:37])[F:38])=[CH:31][CH:32]=4)[CH2:20][CH2:19]3)[CH2:11][CH2:10]2)=[O:18])[CH2:16][CH2:17]1. The catalyst class is: 194. (5) Reactant: [S:1]1[CH2:6][CH2:5][C:4](=[O:7])[CH2:3][CH2:2]1.[Li+].CC([N-]C(C)C)C.C1C=CC(N([S:23]([C:26]([F:29])([F:28])[F:27])(=[O:25])=[O:24])[S:23]([C:26]([F:29])([F:28])[F:27])(=[O:25])=[O:24])=CC=1. Product: [F:27][C:26]([F:29])([F:28])[S:23]([O:7][C:4]1[CH2:3][CH2:2][S:1][CH2:6][CH:5]=1)(=[O:25])=[O:24]. The catalyst class is: 7. (6) Reactant: [NH2:1][OH:2].O.[F:4][C:5]1[CH:6]=[C:7]([C:10]#[N:11])[NH:8][CH:9]=1. Product: [F:4][C:5]1[CH:6]=[C:7]([C:10]([NH:1][OH:2])=[NH:11])[NH:8][CH:9]=1. The catalyst class is: 8.